From a dataset of Reaction yield outcomes from USPTO patents with 853,638 reactions. Predict the reaction yield, written as a fraction of the theoretical maximum amount of product (1.0 means a 100% yield; for example, 0.34 means a 34% yield). (1) The reactants are [CH3:1][O:2][C:3]1[N:8]=[CH:7][C:6](B(O)O)=[CH:5][CH:4]=1.Br[C:13]1[CH:18]=[CH:17][C:16]([N+:19]([O-:21])=[O:20])=[C:15]([F:22])[CH:14]=1.C([O-])([O-])=O.[Na+].[Na+].CCOC(C)=O. The catalyst is COCCOC.O.Cl[Pd](Cl)([P](C1C=CC=CC=1)(C1C=CC=CC=1)C1C=CC=CC=1)[P](C1C=CC=CC=1)(C1C=CC=CC=1)C1C=CC=CC=1. The product is [F:22][C:15]1[CH:14]=[C:13]([C:6]2[CH:5]=[CH:4][C:3]([O:2][CH3:1])=[N:8][CH:7]=2)[CH:18]=[CH:17][C:16]=1[N+:19]([O-:21])=[O:20]. The yield is 0.710. (2) The reactants are [NH2:1][CH:2]([C:7]([OH:9])=[O:8])[CH2:3][CH2:4][CH2:5][CH3:6].S(Cl)([Cl:12])=O.[CH2:14](O)[CH3:15]. No catalyst specified. The product is [ClH:12].[NH2:1][CH:2]([CH2:3][CH2:4][CH2:5][CH3:6])[C:7]([O:9][CH2:14][CH3:15])=[O:8]. The yield is 0.970.